From a dataset of Forward reaction prediction with 1.9M reactions from USPTO patents (1976-2016). Predict the product of the given reaction. (1) Given the reactants [Cl:1][C:2]1[CH:7]=[C:6]([O:8][C:9]2[C:18]3[C:13](=[CH:14][C:15]([O:21][CH3:22])=[C:16]([O:19][CH3:20])[CH:17]=3)[N:12]=[CH:11][CH:10]=2)[CH:5]=[CH:4][C:3]=1[NH:23][C:24]([NH:26][C:27]1[CH:31]=[C:30]([CH3:32])[O:29][N:28]=1)=[O:25].[C:33]([OH:40])(=[O:39])/[CH:34]=[CH:35]\[C:36]([OH:38])=[O:37].C(OCC)(=O)C, predict the reaction product. The product is: [C:33]([O-:40])(=[O:39])/[CH:34]=[CH:35]\[C:36]([O-:38])=[O:37].[C:33]([OH:40])(=[O:39])/[CH:34]=[CH:35]\[C:36]([OH:38])=[O:37].[Cl:1][C:2]1[CH:7]=[C:6]([O:8][C:9]2[C:18]3[C:13](=[CH:14][C:15]([O:21][CH3:22])=[C:16]([O:19][CH3:20])[CH:17]=3)[N:12]=[CH:11][CH:10]=2)[CH:5]=[CH:4][C:3]=1[NH:23][C:24]([NH:26][C:27]1[CH:31]=[C:30]([CH3:32])[O:29][N:28]=1)=[O:25]. (2) Given the reactants [H-].[Na+].Cl[CH2:4][CH2:5][NH:6][C:7]([NH:9][C:10]1[CH:15]=[CH:14][N:13]=[CH:12][CH:11]=1)=[O:8], predict the reaction product. The product is: [N:13]1[CH:14]=[CH:15][C:10]([N:9]2[CH2:4][CH2:5][NH:6][C:7]2=[O:8])=[CH:11][CH:12]=1. (3) Given the reactants [C:1]([C:5]1[CH:6]=[C:7]([NH:37][S:38]([CH3:41])(=[O:40])=[O:39])[C:8]([O:35][CH3:36])=[C:9]([NH:11][C:12](=[O:34])[NH:13][C:14]2[C:23]3[C:18](=[CH:19][CH:20]=[CH:21][CH:22]=3)[C:17]([O:24][C:25]3[CH:30]=[CH:29][N:28]=[C:27]([C:31](O)=[O:32])[CH:26]=3)=[CH:16][CH:15]=2)[CH:10]=1)([CH3:4])([CH3:3])[CH3:2].Cl.[CH3:43][N:44](C)[CH2:45]CCN=C=NCC.C(N(CC)CC)C.CNC, predict the reaction product. The product is: [CH3:43][N:44]([CH3:45])[C:31]([C:27]1[CH:26]=[C:25]([O:24][C:17]2[C:18]3[C:23](=[CH:22][CH:21]=[CH:20][CH:19]=3)[C:14]([NH:13][C:12]([NH:11][C:9]3[CH:10]=[C:5]([C:1]([CH3:2])([CH3:3])[CH3:4])[CH:6]=[C:7]([NH:37][S:38]([CH3:41])(=[O:39])=[O:40])[C:8]=3[O:35][CH3:36])=[O:34])=[CH:15][CH:16]=2)[CH:30]=[CH:29][N:28]=1)=[O:32]. (4) The product is: [Br:30][CH2:31][C:32]1[CH:37]=[CH:36][C:35]([B:38]2[O:39][C:40]([CH3:45])([CH3:46])[C:41]([CH3:44])([CH3:43])[O:42]2)=[CH:34][C:33]=1[F:47].[F:47][C:33]1[CH:34]=[C:35]([B:38]2[O:42][C:41]([CH3:44])([CH3:43])[C:40]([CH3:46])([CH3:45])[O:39]2)[CH:36]=[CH:37][C:32]=1[CH2:31][N:22]1[C:23](=[O:25])[CH2:24][S:19][C:20]2[CH:29]=[CH:28][CH:27]=[CH:26][C:21]1=2. Given the reactants BrC1C=CC(C)=C(F)C=1.N[C@H](C(O)=O)CC(C)C.[S:19]1[CH2:24][C:23](=[O:25])[NH:22][C:21]2[CH:26]=[CH:27][CH:28]=[CH:29][C:20]1=2.[Br:30][CH2:31][C:32]1[CH:37]=[CH:36][C:35]([B:38]2[O:42][C:41]([CH3:44])([CH3:43])[C:40]([CH3:46])([CH3:45])[O:39]2)=[CH:34][C:33]=1[F:47].C(=O)([O-])[O-].[K+].[K+], predict the reaction product. (5) Given the reactants [I-].[CH3:2][S+](C)(C)=O.[OH-].[K+].[Br:9][C:10]1[CH:15]=[CH:14][C:13]([C:16]2[C:17](=[O:22])[NH:18][C:19](=[O:21])[CH:20]=2)=[C:12]([F:23])[CH:11]=1, predict the reaction product. The product is: [Br:9][C:10]1[CH:15]=[CH:14][C:13]([C:16]23[CH2:2][CH:20]2[C:19](=[O:21])[NH:18][C:17]3=[O:22])=[C:12]([F:23])[CH:11]=1. (6) Given the reactants F[C:2]1[CH:7]=[CH:6][C:5]([C:8]2[O:9][C:10]3[CH:16]=[CH:15][CH:14]=[CH:13][C:11]=3[N:12]=2)=[CH:4][C:3]=1[N+:17]([O-])=O.C(N(CC)CC)C.[NH2:27][CH2:28][C:29]([N:31]1[CH2:36][CH2:35][O:34][CH2:33][CH2:32]1)=[O:30].[H][H], predict the reaction product. The product is: [N:31]1([C:29]([CH2:28][NH:27][C:2]2[CH:7]=[CH:6][C:5]([C:8]3[O:9][C:10]4[CH:16]=[CH:15][CH:14]=[CH:13][C:11]=4[N:12]=3)=[CH:4][C:3]=2[NH2:17])=[O:30])[CH2:36][CH2:35][O:34][CH2:33][CH2:32]1. (7) Given the reactants [Cl:1][C:2]1[CH:7]=[CH:6][C:5]([CH:8]([C:26]2[CH:31]=[CH:30][CH:29]=[CH:28][CH:27]=2)[N:9]2[CH2:14][CH2:13][N:12]([C:15]3[CH:22]=[CH:21][C:20]([N+:23]([O-])=O)=[CH:19][C:16]=3[C:17]#[N:18])[CH2:11][CH2:10]2)=[CH:4][CH:3]=1.[Cl-].[NH4+], predict the reaction product. The product is: [NH2:23][C:20]1[CH:21]=[CH:22][C:15]([N:12]2[CH2:11][CH2:10][N:9]([CH:8]([C:5]3[CH:4]=[CH:3][C:2]([Cl:1])=[CH:7][CH:6]=3)[C:26]3[CH:31]=[CH:30][CH:29]=[CH:28][CH:27]=3)[CH2:14][CH2:13]2)=[C:16]([CH:19]=1)[C:17]#[N:18]. (8) Given the reactants [O:1]=[C:2]1[CH2:7][NH:6][CH2:5][CH2:4][N:3]1[CH2:8][CH:9]1[CH2:18][CH2:17][CH2:16][C:15]2[CH:14]=[C:13]([C:19]#[N:20])[CH:12]=[CH:11][C:10]1=2.[BH3-]C#N.[Na+].CC(O)=O.[O:29]=[C:30]1[C:34]2[CH:35]=[CH:36][C:37]([CH2:39][CH:40]=O)=[CH:38][C:33]=2[CH2:32][O:31]1.C([O-])([O-])=O.[Na+].[Na+], predict the reaction product. The product is: [O:1]=[C:2]1[CH2:7][N:6]([CH2:40][CH2:39][C:37]2[CH:36]=[CH:35][C:34]3[C:30](=[O:29])[O:31][CH2:32][C:33]=3[CH:38]=2)[CH2:5][CH2:4][N:3]1[CH2:8][CH:9]1[CH2:18][CH2:17][CH2:16][C:15]2[CH:14]=[C:13]([C:19]#[N:20])[CH:12]=[CH:11][C:10]1=2. (9) Given the reactants [Cl:1][C:2]1[C:6]([CH3:7])=[CH:5][S:4][C:3]=1[C:8]([NH:10][NH2:11])=[O:9].[CH2:12]([N:16]=[C:17]=[O:18])[CH:13]([CH3:15])[CH3:14].C(OCC)C, predict the reaction product. The product is: [Cl:1][C:2]1[C:6]([CH3:7])=[CH:5][S:4][C:3]=1[C:8]([NH:10][NH:11][C:17]([NH:16][CH2:12][CH:13]([CH3:15])[CH3:14])=[O:18])=[O:9]. (10) Given the reactants [H-].[Na+].[OH:3][C:4]1[CH:12]=[CH:11][CH:10]=[C:9]2[C:5]=1[CH:6]=[CH:7][NH:8]2.Cl[C:14]1[CH:19]=[CH:18][C:17]([N+:20]([O-:22])=[O:21])=[CH:16][N:15]=1.O, predict the reaction product. The product is: [N+:20]([C:17]1[CH:18]=[CH:19][C:14]([O:3][C:4]2[CH:12]=[CH:11][CH:10]=[C:9]3[C:5]=2[CH:6]=[CH:7][NH:8]3)=[N:15][CH:16]=1)([O-:22])=[O:21].